This data is from Forward reaction prediction with 1.9M reactions from USPTO patents (1976-2016). The task is: Predict the product of the given reaction. (1) Given the reactants Br[C:2]1[CH:14]=[CH:13][C:12]([Cl:15])=[CH:11][C:3]=1[CH2:4][C:5]1[N:9]=[C:8]([CH3:10])[O:7][N:6]=1.[F:16][C:17]1[CH:34]=[CH:33][C:20]([CH2:21][N:22]2[CH2:27][CH2:26][N:25]([C:28](=[O:31])[CH:29]=[CH2:30])[C@H:24]([CH3:32])[CH2:23]2)=[CH:19][CH:18]=1, predict the reaction product. The product is: [Cl:15][C:12]1[CH:13]=[CH:14][C:2](/[CH:30]=[CH:29]/[C:28]([N:25]2[CH2:26][CH2:27][N:22]([CH2:21][C:20]3[CH:19]=[CH:18][C:17]([F:16])=[CH:34][CH:33]=3)[CH2:23][C@H:24]2[CH3:32])=[O:31])=[C:3]([CH2:4][C:5]2[N:9]=[C:8]([CH3:10])[O:7][N:6]=2)[CH:11]=1. (2) Given the reactants [C:1]([O:5][C:6]([N:8]1[CH2:13][CH2:12][CH:11]([S:14]([C:17]2[CH:22]=[CH:21][C:20](Br)=[CH:19][CH:18]=2)(=[O:16])=[O:15])[CH2:10][CH2:9]1)=[O:7])([CH3:4])([CH3:3])[CH3:2].[CH3:24][N:25](C=O)C, predict the reaction product. The product is: [C:1]([O:5][C:6]([N:8]1[CH2:13][CH2:12][CH:11]([S:14]([C:17]2[CH:22]=[CH:21][C:20]([C:24]#[N:25])=[CH:19][CH:18]=2)(=[O:16])=[O:15])[CH2:10][CH2:9]1)=[O:7])([CH3:4])([CH3:3])[CH3:2]. (3) Given the reactants [BH4-].[Na+].C(O)(C(F)(F)F)=O.[C:10]([N:17]1[CH2:22][CH2:21][N:20]([C:23]2[CH:28]=[CH:27][CH:26]=[CH:25][C:24]=2[C:29]#[N:30])[CH2:19][CH2:18]1)([O:12][C:13]([CH3:16])([CH3:15])[CH3:14])=[O:11], predict the reaction product. The product is: [C:10]([N:17]1[CH2:18][CH2:19][N:20]([C:23]2[CH:28]=[CH:27][CH:26]=[CH:25][C:24]=2[CH2:29][NH2:30])[CH2:21][CH2:22]1)([O:12][C:13]([CH3:16])([CH3:15])[CH3:14])=[O:11]. (4) Given the reactants C(Cl)(=O)C(Cl)=O.CS(C)=O.[OH:11][CH:12]1[CH2:16][CH2:15][N:14]([C:17]([O:19][C:20]([CH3:23])([CH3:22])[CH3:21])=[O:18])[CH2:13]1.C(N(C(C)C)CC)(C)C, predict the reaction product. The product is: [O:11]=[C:12]1[CH2:16][CH2:15][N:14]([C:17]([O:19][C:20]([CH3:23])([CH3:22])[CH3:21])=[O:18])[CH2:13]1. (5) Given the reactants C([O:5][C:6](=[O:21])[CH2:7][CH2:8][N:9]([CH2:18][CH2:19][NH2:20])[CH2:10]C(OC(C)(C)C)=O)(C)(C)C.[F:22][C:23]([F:28])([F:27])[C:24]([OH:26])=[O:25], predict the reaction product. The product is: [F:22][C:23]([F:28])([F:27])[C:24]([OH:26])=[O:25].[NH2:20][CH2:19][CH2:18][N:9]([CH3:10])[CH2:8][CH2:7][C:6]([OH:21])=[O:5]. (6) Given the reactants CN(C)C=O.[F:6][C:7]1[CH:14]=[C:13]([OH:15])[CH:12]=[CH:11][C:8]=1[CH:9]=[O:10].[H-].[Na+].[N:18]1[CH:23]=[CH:22][CH:21]=[CH:20][C:19]=1[CH2:24]Cl, predict the reaction product. The product is: [F:6][C:7]1[CH:14]=[C:13]([O:15][CH2:24][C:19]2[CH:20]=[CH:21][CH:22]=[CH:23][N:18]=2)[CH:12]=[CH:11][C:8]=1[CH:9]=[O:10].